The task is: Predict the reaction yield, written as a fraction of the theoretical maximum amount of product (1.0 means a 100% yield; for example, 0.34 means a 34% yield).. This data is from Reaction yield outcomes from USPTO patents with 853,638 reactions. (1) The reactants are F[C:2]1[CH:7]=[CH:6][C:5]([N+:8]([O-:10])=[O:9])=[C:4]([F:11])[C:3]=1[F:12].[NH:13]1[CH2:18][CH2:17][O:16][CH2:15][CH2:14]1.C([O-])([O-])=O.[K+].[K+]. The catalyst is CS(C)=O.CCOC(C)=O. The product is [F:12][C:3]1[C:4]([F:11])=[C:5]([N+:8]([O-:10])=[O:9])[CH:6]=[CH:7][C:2]=1[N:13]1[CH2:18][CH2:17][O:16][CH2:15][CH2:14]1. The yield is 0.670. (2) The reactants are C1(C)C=CC=CC=1.Br[C:9]1[CH:13]=[CH:12][O:11][CH:10]=1.[CH:14]([C:16]1[CH:17]=[C:18](B(O)O)[CH:19]=[CH:20][CH:21]=1)=[O:15].C([O-])([O-])=O.[K+].[K+]. The catalyst is C1C=CC([P]([Pd]([P](C2C=CC=CC=2)(C2C=CC=CC=2)C2C=CC=CC=2)([P](C2C=CC=CC=2)(C2C=CC=CC=2)C2C=CC=CC=2)[P](C2C=CC=CC=2)(C2C=CC=CC=2)C2C=CC=CC=2)(C2C=CC=CC=2)C2C=CC=CC=2)=CC=1.O.CN(C=O)C. The product is [O:11]1[CH:12]=[CH:13][C:9]([C:20]2[CH:21]=[C:16]([CH:17]=[CH:18][CH:19]=2)[CH:14]=[O:15])=[CH:10]1. The yield is 0.100. (3) The reactants are [F:1][C:2]1[CH:3]=[C:4]([C:25](OCC)=[O:26])[C:5]2[C:6](=O)[CH:7]([C:18]3[N:22]([CH3:23])[N:21]=[CH:20][N:19]=3)[CH:8]([C:12]3[CH:17]=[CH:16][CH:15]=[CH:14][CH:13]=3)[NH:9][C:10]=2[CH:11]=1.O.[NH2:31][NH2:32]. The catalyst is CO. The product is [F:1][C:2]1[CH:11]=[C:10]2[NH:9][CH:8]([C:12]3[CH:13]=[CH:14][CH:15]=[CH:16][CH:17]=3)[CH:7]([C:18]3[N:22]([CH3:23])[N:21]=[CH:20][N:19]=3)[C:6]3=[N:31][NH:32][C:25](=[O:26])[C:4]([CH:3]=1)=[C:5]23. The yield is 0.240. (4) The reactants are [Br:1][C:2]1[C:11]([Cl:12])=[C:10]2[C:5]([CH2:6][CH2:7][NH:8][C:9]2=[O:13])=[C:4]([Cl:14])[CH:3]=1.CC(C)([O-])C.[K+].[CH2:21]([O:28][C:29]1[C:34]([CH2:35]Cl)=[C:33]([O:37][CH3:38])[CH:32]=[C:31]([CH3:39])[N:30]=1)[C:22]1[CH:27]=[CH:26][CH:25]=[CH:24][CH:23]=1. The catalyst is C(OCC)(=O)C. The product is [CH2:21]([O:28][C:29]1[C:34]([CH2:35][N:8]2[CH2:7][CH2:6][C:5]3[C:10](=[C:11]([Cl:12])[C:2]([Br:1])=[CH:3][C:4]=3[Cl:14])[C:9]2=[O:13])=[C:33]([O:37][CH3:38])[CH:32]=[C:31]([CH3:39])[N:30]=1)[C:22]1[CH:23]=[CH:24][CH:25]=[CH:26][CH:27]=1. The yield is 0.810. (5) The reactants are [CH2:1]([O:8][C:9]1[CH:14]=[CH:13][C:12]([C:15]2[N:19]=[C:18]([CH2:20]Br)[S:17][N:16]=2)=[CH:11][CH:10]=1)[C:2]1[CH:7]=[CH:6][CH:5]=[CH:4][CH:3]=1.[F:22][C:23]1[C:31]([OH:32])=[CH:30][CH:29]=[C:28]([F:33])[C:24]=1[C:25]([NH2:27])=[O:26].C(=O)([O-])[O-].[K+].[K+]. The catalyst is CN(C=O)C. The product is [CH2:1]([O:8][C:9]1[CH:14]=[CH:13][C:12]([C:15]2[N:19]=[C:18]([CH2:20][O:32][C:31]3[C:23]([F:22])=[C:24]([C:28]([F:33])=[CH:29][CH:30]=3)[C:25]([NH2:27])=[O:26])[S:17][N:16]=2)=[CH:11][CH:10]=1)[C:2]1[CH:7]=[CH:6][CH:5]=[CH:4][CH:3]=1. The yield is 0.500.